Task: Predict the reaction yield, written as a fraction of the theoretical maximum amount of product (1.0 means a 100% yield; for example, 0.34 means a 34% yield).. Dataset: Reaction yield outcomes from USPTO patents with 853,638 reactions The reactants are [CH3:1][C:2]1[CH:8]=[CH:7][C:5](N)=[CH:4][C:3]=1[S:9][CH2:10][C:11]([F:14])([F:13])[F:12].N([O-])=[O:16].[Na+].CCCCCC.C(OCC)(=O)C. The catalyst is O.S(=O)(=O)(O)O.S([O-])([O-])(=O)=O.[Cu+2]. The product is [CH3:1][C:2]1[CH:8]=[CH:7][C:5]([OH:16])=[CH:4][C:3]=1[S:9][CH2:10][C:11]([F:14])([F:13])[F:12]. The yield is 0.380.